Task: Regression. Given a peptide amino acid sequence and an MHC pseudo amino acid sequence, predict their binding affinity value. This is MHC class II binding data.. Dataset: Peptide-MHC class II binding affinity with 134,281 pairs from IEDB (1) The peptide sequence is DVCGMFTNRSGSQQW. The MHC is DRB1_1501 with pseudo-sequence DRB1_1501. The binding affinity (normalized) is 0.235. (2) The binding affinity (normalized) is 0.592. The peptide sequence is EVKYTVFETALKKAI. The MHC is HLA-DPA10301-DPB10402 with pseudo-sequence HLA-DPA10301-DPB10402. (3) The peptide sequence is EIKSTKPEASSGEPVVVHIT. The MHC is HLA-DPA10201-DPB11401 with pseudo-sequence HLA-DPA10201-DPB11401. The binding affinity (normalized) is 0.195. (4) The peptide sequence is KLRSAGEVEIQFRRV. The MHC is DRB1_0401 with pseudo-sequence DRB1_0401. The binding affinity (normalized) is 0.386. (5) The peptide sequence is YASVEAANASPLQVA. The MHC is DRB1_0802 with pseudo-sequence DRB1_0802. The binding affinity (normalized) is 0.506. (6) The peptide sequence is WPQQQPFPQPQQPFCQQPQR. The MHC is HLA-DPA10103-DPB10401 with pseudo-sequence HLA-DPA10103-DPB10401. The binding affinity (normalized) is 0.0712. (7) The peptide sequence is WNTGHDWILADKRPT. The MHC is DRB1_0801 with pseudo-sequence DRB1_0801. The binding affinity (normalized) is 0.481. (8) The peptide sequence is GELQIVDKIDAAYKI. The MHC is DRB1_0802 with pseudo-sequence DRB1_0802. The binding affinity (normalized) is 0.591.